Dataset: Tox21: 12 toxicity assays (nuclear receptors and stress response pathways). Task: Binary classification across 12 toxicity assays. The compound is Clc1nc2ccccc2nc1Cl. It tested positive (active) for: NR-PPAR-gamma (PPAR-gamma nuclear receptor agonist).